This data is from Forward reaction prediction with 1.9M reactions from USPTO patents (1976-2016). The task is: Predict the product of the given reaction. (1) Given the reactants Cl.[NH2:2][C@@H:3]([CH2:33][C:34]1[CH:39]=[CH:38][N:37]=[CH:36][CH:35]=1)[C:4]([N:6]1[CH2:11][CH2:10][CH:9]([N:12]2[N:21]=[C:20]([C:22]3[CH:27]=[CH:26][C:25]([O:28][CH3:29])=[C:24]([O:30][CH3:31])[CH:23]=3)[C@@H:19]3[C@@H:14]([CH2:15][CH2:16][CH2:17][CH2:18]3)[C:13]2=[O:32])[CH2:8][CH2:7]1)=[O:5].[CH:40]1([CH2:43][O:44][C:45]2[CH:53]=[CH:52][C:48]3[O:49][CH2:50][O:51][C:47]=3[C:46]=2[C:54]2[C:55]3[NH:62][C:61]([CH3:63])=[C:60]([C:64](O)=[O:65])[C:56]=3[N:57]=[CH:58][N:59]=2)[CH2:42][CH2:41]1.CCOC(C(C#N)=NOC(N1CCOCC1)=[N+](C)C)=O.F[P-](F)(F)(F)(F)F.CCN(C(C)C)C(C)C.C(=O)(O)[O-].[Na+], predict the reaction product. The product is: [CH:40]1([CH2:43][O:44][C:45]2[CH:53]=[CH:52][C:48]3[O:49][CH2:50][O:51][C:47]=3[C:46]=2[C:54]2[C:55]3[NH:62][C:61]([CH3:63])=[C:60]([C:64]([NH:2][C@@H:3]([CH2:33][C:34]4[CH:39]=[CH:38][N:37]=[CH:36][CH:35]=4)[C:4]([N:6]4[CH2:7][CH2:8][CH:9]([N:12]5[N:21]=[C:20]([C:22]6[CH:27]=[CH:26][C:25]([O:28][CH3:29])=[C:24]([O:30][CH3:31])[CH:23]=6)[C@@H:19]6[C@@H:14]([CH2:15][CH2:16][CH2:17][CH2:18]6)[C:13]5=[O:32])[CH2:10][CH2:11]4)=[O:5])=[O:65])[C:56]=3[N:57]=[CH:58][N:59]=2)[CH2:41][CH2:42]1. (2) Given the reactants [OH:1][CH:2]1[CH2:7][CH2:6][CH2:5][CH:4]([NH:8][C:9](=[O:15])[O:10][C:11]([CH3:14])([CH3:13])[CH3:12])[CH2:3]1.CC(OI1(OC(C)=O)(OC(C)=O)OC(=O)C2C=CC=CC1=2)=O, predict the reaction product. The product is: [C:11]([O:10][C:9](=[O:15])[NH:8][CH:4]1[CH2:5][CH2:6][CH2:7][C:2](=[O:1])[CH2:3]1)([CH3:14])([CH3:12])[CH3:13]. (3) The product is: [Cl:18][C:6]1[N:7]=[C:8]([N:12]2[CH2:17][CH2:16][O:15][CH2:14][CH2:13]2)[C:9]2[N:10]=[CH:11][C:2]([C:27]3[CH:28]=[C:23]([NH:22][C:19](=[O:21])[CH3:20])[CH:24]=[CH:25][CH:26]=3)=[CH:3][C:4]=2[N:5]=1. Given the reactants Br[C:2]1[CH:11]=[N:10][C:9]2[C:8]([N:12]3[CH2:17][CH2:16][O:15][CH2:14][CH2:13]3)=[N:7][C:6]([Cl:18])=[N:5][C:4]=2[CH:3]=1.[C:19]([NH:22][C:23]1[CH:24]=[C:25](B(O)O)[CH:26]=[CH:27][CH:28]=1)(=[O:21])[CH3:20].C(=O)([O-])[O-].[Na+].[Na+].C1(C)C=CC=CC=1, predict the reaction product. (4) Given the reactants C(OC([NH:8][C@@H:9]([C:46]([CH3:49])([CH3:48])[CH3:47])[C:10]([N:12]1[C@H:21]([C:22]([N:24]([CH2:35][C:36]2[CH:45]=[CH:44][C:39]([C:40]([O:42][CH3:43])=[O:41])=[CH:38][CH:37]=2)[C@H:25]([C:29]2[CH:34]=[CH:33][CH:32]=[CH:31][CH:30]=2)[CH2:26][O:27][CH3:28])=[O:23])[CH2:20][C:19]2[C:14](=[CH:15][CH:16]=[CH:17][CH:18]=2)[CH2:13]1)=[O:11])=O)(C)(C)C.C(O)(C(F)(F)F)=O, predict the reaction product. The product is: [NH2:8][C@@H:9]([C:46]([CH3:49])([CH3:48])[CH3:47])[C:10]([N:12]1[C@H:21]([C:22]([N:24]([CH2:35][C:36]2[CH:37]=[CH:38][C:39]([C:40]([O:42][CH3:43])=[O:41])=[CH:44][CH:45]=2)[C@H:25]([C:29]2[CH:30]=[CH:31][CH:32]=[CH:33][CH:34]=2)[CH2:26][O:27][CH3:28])=[O:23])[CH2:20][C:19]2[C:14](=[CH:15][CH:16]=[CH:17][CH:18]=2)[CH2:13]1)=[O:11].